Regression. Given two drug SMILES strings and cell line genomic features, predict the synergy score measuring deviation from expected non-interaction effect. From a dataset of Merck oncology drug combination screen with 23,052 pairs across 39 cell lines. (1) Drug 1: CN1C(=O)C=CC2(C)C3CCC4(C)C(NC(=O)OCC(F)(F)F)CCC4C3CCC12. Synergy scores: synergy=4.84. Cell line: SKMEL30. Drug 2: Nc1ccn(C2OC(CO)C(O)C2(F)F)c(=O)n1. (2) Drug 1: CC(C)CC(NC(=O)C(Cc1ccccc1)NC(=O)c1cnccn1)B(O)O. Drug 2: Cn1cc(-c2cnn3c(N)c(Br)c(C4CCCNC4)nc23)cn1. Cell line: OV90. Synergy scores: synergy=-15.9.